The task is: Predict the product of the given reaction.. This data is from Forward reaction prediction with 1.9M reactions from USPTO patents (1976-2016). Given the reactants [NH2:1][C:2]1[CH:3]=[N:4][C:5]2[C:10]([C:11]=1[Br:12])=[CH:9][C:8](OC)=[CH:7][CH:6]=2.[F:15][B-:16]([F:19])([F:18])[F:17].[N:20]#[O+].C1[CH2:26][O:25]CC1, predict the reaction product. The product is: [F:15][B-:16]([F:19])([F:18])[F:17].[Br:12][C:11]1[C:2]([N+:1]#[N:20])([O:25][CH3:26])[CH2:3][N:4]=[C:5]2[C:10]=1[CH:9]=[CH:8][CH:7]=[CH:6]2.